Dataset: Forward reaction prediction with 1.9M reactions from USPTO patents (1976-2016). Task: Predict the product of the given reaction. (1) Given the reactants [NH:1]1[CH2:6][CH2:5][CH:4]([NH:7][C:8]([C:10]2[C:14]3[N:15]=[CH:16][N:17]=[C:18]([C:19]4[C:27]5[O:26][CH2:25][O:24][C:23]=5[CH:22]=[CH:21][C:20]=4[O:28][CH2:29][CH2:30][CH2:31][CH3:32])[C:13]=3[NH:12][CH:11]=2)=[O:9])[CH2:3][CH2:2]1.Cl[C:34]([C@@H:36]([O:38]C(=O)C)[CH3:37])=[O:35], predict the reaction product. The product is: [OH:38][C@@H:36]([CH3:37])[C:34]([N:1]1[CH2:6][CH2:5][CH:4]([NH:7][C:8]([C:10]2[C:14]3[N:15]=[CH:16][N:17]=[C:18]([C:19]4[C:27]5[O:26][CH2:25][O:24][C:23]=5[CH:22]=[CH:21][C:20]=4[O:28][CH2:29][CH2:30][CH2:31][CH3:32])[C:13]=3[NH:12][CH:11]=2)=[O:9])[CH2:3][CH2:2]1)=[O:35]. (2) Given the reactants [C:1]([C:5]1[CH:9]=[C:8]([NH2:10])[NH:7][N:6]=1)([CH3:4])([CH3:3])[CH3:2].Br[C:12]1[CH:13]=[C:14]([OH:19])[CH:15]=[C:16]([Cl:18])[CH:17]=1.C(=O)([O-])[O-].[K+].[K+].CN[C@@H]1CCCC[C@H]1NC, predict the reaction product. The product is: [NH2:10][C:8]1[N:7]([C:12]2[CH:13]=[C:14]([OH:19])[CH:15]=[C:16]([Cl:18])[CH:17]=2)[N:6]=[C:5]([C:1]([CH3:4])([CH3:3])[CH3:2])[CH:9]=1. (3) Given the reactants [F:1][C:2]([F:32])([F:31])[C:3]1[C:12]([O:13][C@H:14]2[CH2:19][CH2:18][C@@H:17]([CH2:20][CH2:21][CH2:22][CH3:23])[CH2:16][CH2:15]2)=[CH:11][CH:10]=[C:9]2[C:4]=1[CH:5]=[CH:6][C:7]([C@:24]1([CH3:30])[CH2:28][O:27]C(=O)[NH:25]1)=[CH:8]2.[OH-].[Li+].C(O)C.O, predict the reaction product. The product is: [NH2:25][C@@:24]([C:7]1[CH:6]=[CH:5][C:4]2[C:9](=[CH:10][CH:11]=[C:12]([O:13][C@H:14]3[CH2:15][CH2:16][C@@H:17]([CH2:20][CH2:21][CH2:22][CH3:23])[CH2:18][CH2:19]3)[C:3]=2[C:2]([F:31])([F:32])[F:1])[CH:8]=1)([CH3:30])[CH2:28][OH:27]. (4) Given the reactants Br[C:2]1[CH:14]=[CH:13][C:5]([O:6][CH2:7][C:8]([O:10]CC)=[O:9])=[C:4]([C:15]([C:17]2[CH:18]=[N:19][N:20]([C:22]3[CH:27]=[CH:26][CH:25]=[CH:24][CH:23]=3)[CH:21]=2)=[O:16])[CH:3]=1.[C:28]1(B(O)O)[CH:33]=[CH:32][CH:31]=[CH:30][CH:29]=1, predict the reaction product. The product is: [C:22]1([N:20]2[CH:21]=[C:17]([C:15]([C:4]3[CH:3]=[C:2]([C:28]4[CH:33]=[CH:32][CH:31]=[CH:30][CH:29]=4)[CH:14]=[CH:13][C:5]=3[O:6][CH2:7][C:8]([OH:10])=[O:9])=[O:16])[CH:18]=[N:19]2)[CH:27]=[CH:26][CH:25]=[CH:24][CH:23]=1. (5) Given the reactants O[C:2]1[CH:7]=[CH:6][C:5]([C:8]([F:11])([F:10])[F:9])=[CH:4][C:3]=1[NH:12][C:13](=[O:20])[C:14]1[CH:19]=[CH:18][N:17]=[CH:16][CH:15]=1.O1CCCC1.C1(P(C2C=CC=CC=2)C2C=CC=CC=2)C=CC=CC=1.N(C(OCC)=O)=NC(OCC)=O, predict the reaction product. The product is: [N:17]1[CH:16]=[CH:15][C:14]([C:13]2[O:20][C:2]3[CH:7]=[CH:6][C:5]([C:8]([F:9])([F:10])[F:11])=[CH:4][C:3]=3[N:12]=2)=[CH:19][CH:18]=1. (6) Given the reactants [C:9](O[C:9]([O:11][C:12]([CH3:15])([CH3:14])[CH3:13])=[O:10])([O:11][C:12]([CH3:15])([CH3:14])[CH3:13])=[O:10].[CH2:16]([N:23]1[CH2:28][CH2:27][C:26]([CH2:30][NH2:31])([CH3:29])[CH2:25][CH2:24]1)[C:17]1[CH:22]=[CH:21][CH:20]=[CH:19][CH:18]=1, predict the reaction product. The product is: [CH2:16]([N:23]1[CH2:28][CH2:27][C:26]([CH2:30][NH:31][C:9](=[O:10])[O:11][C:12]([CH3:13])([CH3:14])[CH3:15])([CH3:29])[CH2:25][CH2:24]1)[C:17]1[CH:22]=[CH:21][CH:20]=[CH:19][CH:18]=1. (7) The product is: [Br:1][C:2]1[CH:3]=[C:4]([OH:10])[C:5](=[CH:6][CH:7]=1)[OH:8]. Given the reactants [Br:1][C:2]1[CH:3]=[C:4]([O:10]C)[C:5]([O:8]C)=[CH:6][CH:7]=1.B(Br)(Br)Br, predict the reaction product. (8) Given the reactants [N:1]1([CH2:7][CH2:8][C:9]2[CH:14]=[CH:13][CH:12]=[CH:11][C:10]=2C2N=C(N)C=CC=2)[CH2:6][CH2:5][NH:4][CH2:3][CH2:2]1.[F:22][C:23]1[CH:28]=[CH:27][C:26]([CH2:29][C:30]([OH:32])=O)=[CH:25][CH:24]=1.C([N:35]=[C:36]=[N:37][CH2:38][CH2:39][CH2:40]N(C)C)C.[CH:44](N(C(C)C)CC)(C)C, predict the reaction product. The product is: [NH2:35][C:36]1[N:37]=[C:38]([C:12]2[CH:11]=[CH:10][C:9]([CH2:8][CH2:7][N:1]3[CH2:2][CH2:3][N:4]([C:30](=[O:32])[CH2:29][C:26]4[CH:25]=[CH:24][C:23]([F:22])=[CH:28][CH:27]=4)[CH2:5][CH2:6]3)=[CH:14][CH:13]=2)[CH:39]=[CH:40][CH:44]=1. (9) Given the reactants [H-].[Na+].[CH3:3][C:4](=[CH:6][CH2:7][CH2:8]/[C:9](=[CH:11]/[CH2:12][OH:13])/[CH3:10])[CH3:5].S(OC)(O[CH3:18])(=O)=O, predict the reaction product. The product is: [CH3:18][O:13][CH2:12]/[CH:11]=[C:9](\[CH3:10])/[CH2:8][CH2:7][CH:6]=[C:4]([CH3:3])[CH3:5]. (10) Given the reactants [C:1](O)([C:3](F)(F)F)=[O:2].[F:8][CH:9]([F:42])[N:10]1[C:14]2[C:15]([O:33][C@@H:34]([C@H:36]3[CH2:40][NH:39][C:38](=[O:41])[CH2:37]3)[CH3:35])=[N:16][C:17]([C:19]3[CH:24]=[CH:23][C:22]([N:25]4[CH2:30][CH2:29][NH:28][CH2:27][CH2:26]4)=[C:21]([O:31][CH3:32])[CH:20]=3)=[CH:18][C:13]=2[N:12]=[CH:11]1.C(N(CC)CC)C.C(OC(=O)C)(=O)C, predict the reaction product. The product is: [C:1]([N:28]1[CH2:29][CH2:30][N:25]([C:22]2[CH:23]=[CH:24][C:19]([C:17]3[N:16]=[C:15]([O:33][C@@H:34]([C@H:36]4[CH2:40][NH:39][C:38](=[O:41])[CH2:37]4)[CH3:35])[C:14]4[N:10]([CH:9]([F:8])[F:42])[CH:11]=[N:12][C:13]=4[CH:18]=3)=[CH:20][C:21]=2[O:31][CH3:32])[CH2:26][CH2:27]1)(=[O:2])[CH3:3].